From a dataset of Forward reaction prediction with 1.9M reactions from USPTO patents (1976-2016). Predict the product of the given reaction. (1) Given the reactants [Cl:1][C:2]1[CH:3]=[CH:4][C:5]([CH3:11])=[C:6]([N:8]=[C:9]=[S:10])[CH:7]=1.[NH2:12][C:13]1[S:14][C:15]([CH3:19])=[C:16]([CH3:18])[N:17]=1, predict the reaction product. The product is: [Cl:1][C:2]1[CH:3]=[CH:4][C:5]([CH3:11])=[C:6]([NH:8][C:9]([NH:12][C:13]2[S:14][C:15]([CH3:19])=[C:16]([CH3:18])[N:17]=2)=[S:10])[CH:7]=1. (2) Given the reactants Cl.[CH3:2][O:3][C:4]1[CH:5]=[C:6]2[C:9](=[CH:10][C:11]=1[O:12][CH3:13])[C@@H:8]([CH2:14]N)[CH2:7]2.C([N:18](CC)CC)C.[CH:23]1([C:26](Cl)=[O:27])[CH2:25][CH2:24]1, predict the reaction product. The product is: [CH3:2][O:3][C:4]1[CH:5]=[C:6]2[C:9](=[CH:10][C:11]=1[O:12][CH3:13])[C@H:8]([CH2:14][C:23]1([C:26]([NH2:18])=[O:27])[CH2:25][CH2:24]1)[CH2:7]2. (3) Given the reactants [CH2:1]([O:3][C:4]([C:6]1[CH:7]=[N:8][N:9]([C:12]2[CH:17]=[CH:16][C:15](Br)=[CH:14][N:13]=2)[C:10]=1[CH3:11])=[O:5])[CH3:2].[CH:19]1(B(O)O)[CH2:21][CH2:20]1.P([O-])([O-])([O-])=O.[K+].[K+].[K+].C(Cl)(Cl)Cl, predict the reaction product. The product is: [CH2:1]([O:3][C:4]([C:6]1[CH:7]=[N:8][N:9]([C:12]2[CH:17]=[CH:16][C:15]([CH:19]3[CH2:21][CH2:20]3)=[CH:14][N:13]=2)[C:10]=1[CH3:11])=[O:5])[CH3:2]. (4) Given the reactants C1C=C(Cl)C=C(C(OO)=[O:9])C=1.[Cl:12][C:13]1[C:18]([CH:19]=[CH2:20])=[CH:17][C:16]([C:21]#[N:22])=[CH:15][C:14]=1[NH:23][C:24]1[N:29]=[C:28]([NH:30][CH:31]2[CH2:33][CH2:32]2)[C:27]2=[N:34][CH:35]=[C:36]([C:37]#[N:38])[N:26]2[N:25]=1, predict the reaction product. The product is: [Cl:12][C:13]1[C:18]([CH:19]2[CH2:20][O:9]2)=[CH:17][C:16]([C:21]#[N:22])=[CH:15][C:14]=1[NH:23][C:24]1[N:29]=[C:28]([NH:30][CH:31]2[CH2:32][CH2:33]2)[C:27]2=[N:34][CH:35]=[C:36]([C:37]#[N:38])[N:26]2[N:25]=1.